Dataset: Full USPTO retrosynthesis dataset with 1.9M reactions from patents (1976-2016). Task: Predict the reactants needed to synthesize the given product. (1) Given the product [Cl:1][C:2]1[C:11]([C@@H:12]([N:20]2[C:16](=[O:26])[C:17]3[C:18](=[CH:22][CH:23]=[CH:24][CH:25]=3)[C:19]2=[O:21])[CH3:13])=[CH:10][C:9]2[C:4](=[CH:5][C:6]([F:15])=[CH:7][CH:8]=2)[N:3]=1, predict the reactants needed to synthesize it. The reactants are: [Cl:1][C:2]1[C:11]([C@H:12](O)[CH3:13])=[CH:10][C:9]2[C:4](=[CH:5][C:6]([F:15])=[CH:7][CH:8]=2)[N:3]=1.[C:16]1(=[O:26])[NH:20][C:19](=[O:21])[C:18]2=[CH:22][CH:23]=[CH:24][CH:25]=[C:17]12.C1C=CC(P(C2C=CC=CC=2)C2C=CC=CC=2)=CC=1.CC(OC(/N=N/C(OC(C)C)=O)=O)C. (2) Given the product [F:19][C:20]1[CH:28]=[C:27]([F:29])[CH:26]=[C:25]2[C:21]=1[CH2:22][CH2:23][N:24]2[C:15](=[O:17])[CH2:14][C:9]1[NH:10][C:11](=[O:13])[CH:12]=[C:7]([N:1]2[CH2:2][CH2:3][O:4][CH2:5][CH2:6]2)[N:8]=1, predict the reactants needed to synthesize it. The reactants are: [N:1]1([C:7]2[N:8]=[C:9]([CH2:14][C:15]([O-:17])=O)[NH:10][C:11](=[O:13])[CH:12]=2)[CH2:6][CH2:5][O:4][CH2:3][CH2:2]1.[Na+].[F:19][C:20]1[CH:28]=[C:27]([F:29])[CH:26]=[C:25]2[C:21]=1[CH2:22][CH2:23][NH:24]2.Cl.CN(C)CCCN=C=NCC.